This data is from Forward reaction prediction with 1.9M reactions from USPTO patents (1976-2016). The task is: Predict the product of the given reaction. (1) Given the reactants [CH2:1]([C:3]1[CH:8]=[CH:7][C:6]([CH:9]2[CH2:14][N:13]([C:15]([N:17]3[CH2:22][CH2:21][O:20][CH2:19][CH2:18]3)=[O:16])[CH2:12][CH:11]([C:23]([OH:25])=O)[CH2:10]2)=[CH:5][CH:4]=1)[CH3:2].O[C:27]1([C:37](=[NH:39])[NH2:38])[CH:32]=[CH:31][CH:30]=[C:29]([C:33]([F:36])([F:35])[F:34])[CH2:28]1, predict the reaction product. The product is: [CH2:1]([C:3]1[CH:4]=[CH:5][C:6]([CH:9]2[CH2:10][CH:11]([C:23]3[O:25][N:39]=[C:37]([C:27]4[CH:32]=[CH:31][CH:30]=[C:29]([C:33]([F:34])([F:35])[F:36])[CH:28]=4)[N:38]=3)[CH2:12][N:13]([C:15]([N:17]3[CH2:18][CH2:19][O:20][CH2:21][CH2:22]3)=[O:16])[CH2:14]2)=[CH:7][CH:8]=1)[CH3:2]. (2) Given the reactants ClC(Cl)(O[C:5](=[O:11])OC(Cl)(Cl)Cl)Cl.[Si:13]([O:30][CH2:31][C@@H:32]([NH2:46])[CH2:33][NH:34][CH2:35][C:36]12[CH2:45][CH:40]3[CH2:41][CH:42]([CH2:44][CH:38]([CH2:39]3)[CH2:37]1)[CH2:43]2)([C:26]([CH3:29])([CH3:28])[CH3:27])([C:20]1[CH:25]=[CH:24][CH:23]=[CH:22][CH:21]=1)[C:14]1[CH:19]=[CH:18][CH:17]=[CH:16][CH:15]=1.C(N(CC)CC)C, predict the reaction product. The product is: [Si:13]([O:30][CH2:31][C@@H:32]1[CH2:33][N:34]([CH2:35][C:36]23[CH2:37][CH:38]4[CH2:39][CH:40]([CH2:41][CH:42]([CH2:44]4)[CH2:43]2)[CH2:45]3)[C:5](=[O:11])[NH:46]1)([C:26]([CH3:27])([CH3:28])[CH3:29])([C:20]1[CH:25]=[CH:24][CH:23]=[CH:22][CH:21]=1)[C:14]1[CH:19]=[CH:18][CH:17]=[CH:16][CH:15]=1. (3) Given the reactants [F:1][C:2]([F:32])([F:31])[C:3]1[CH:8]=[CH:7][C:6]([C:9]2[O:13][N:12]=[C:11]([CH:14]3[CH2:18][C:17]4([CH2:23][CH2:22][N:21]([C:24]([O:26]C(C)(C)C)=O)[CH2:20][CH2:19]4)[O:16][CH2:15]3)[N:10]=2)=[CH:5][CH:4]=1.Cl.O1CCOCC1.[CH3:40][C:41]1[C:45]([CH3:46])=[C:44]([NH:47]C(=O)OC2C=CC=CC=2)[O:43][N:42]=1.CCN(C(C)C)C(C)C, predict the reaction product. The product is: [CH3:40][C:41]1[C:45]([CH3:46])=[C:44]([NH:47][C:24]([N:21]2[CH2:20][CH2:19][C:17]3([O:16][CH2:15][CH:14]([C:11]4[N:10]=[C:9]([C:6]5[CH:5]=[CH:4][C:3]([C:2]([F:31])([F:32])[F:1])=[CH:8][CH:7]=5)[O:13][N:12]=4)[CH2:18]3)[CH2:23][CH2:22]2)=[O:26])[O:43][N:42]=1. (4) Given the reactants [C:1]([O:4][CH2:5][C:6]1[C:7]([N:21]2[C:33](=[O:34])[C:32]3[S:31][C:30]4[CH2:29][CH2:28][CH2:27][CH2:26][C:25]=4[C:24]=3[CH:23]=[N:22]2)=[N:8][CH:9]=[CH:10][C:11]=1B1OC(C)(C)C(C)(C)O1)(=[O:3])[CH3:2].Br[C:36]1[CH:37]=[C:38]([NH:44][C:45]2[CH:49]=[C:48]([CH3:50])[O:47][N:46]=2)[C:39](=[O:43])[N:40]([CH3:42])[CH:41]=1.[O-]P([O-])([O-])=O.[K+].[K+].[K+].C([O-])(=O)C.[Na+], predict the reaction product. The product is: [C:1]([O:4][CH2:5][C:6]1[C:7]([N:21]2[C:33](=[O:34])[C:32]3[S:31][C:30]4[CH2:29][CH2:28][CH2:27][CH2:26][C:25]=4[C:24]=3[CH:23]=[N:22]2)=[N:8][CH:9]=[CH:10][C:11]=1[C:36]1[CH:37]=[C:38]([NH:44][C:45]2[CH:49]=[C:48]([CH3:50])[O:47][N:46]=2)[C:39](=[O:43])[N:40]([CH3:42])[CH:41]=1)(=[O:3])[CH3:2]. (5) Given the reactants [C:1]1([CH2:7][N:8]2[C:17](=O)[C:16](=O)[N:15]3[C@H:10]([CH2:11][O:12][CH2:13][CH2:14]3)[CH2:9]2)[CH:6]=[CH:5][CH:4]=[CH:3][CH:2]=1.[H-].[H-].[H-].[H-].[Li+].[Al+3], predict the reaction product. The product is: [C:1]1([CH2:7][N:8]2[CH2:17][CH2:16][N:15]3[C@H:10]([CH2:11][O:12][CH2:13][CH2:14]3)[CH2:9]2)[CH:2]=[CH:3][CH:4]=[CH:5][CH:6]=1. (6) Given the reactants [S:1]1[CH:5]=[CH:4][C:3]([NH:6][C:7](=[O:13])[O:8][C:9]([CH3:12])([CH3:11])[CH3:10])=[CH:2]1.[Br:14]N1C(=O)CCC1=O, predict the reaction product. The product is: [C:9]([O:8][C:7](=[O:13])[NH:6][C:3]1[CH:4]=[CH:5][S:1][C:2]=1[Br:14])([CH3:10])([CH3:12])[CH3:11]. (7) Given the reactants [CH:1]1[C:14]2[C:5](=[N:6][CH:7]=[C:8]3[C:13]=2[CH:12]=[CH:11][CH:10]=[CH:9]3)[CH:4]=[CH:3][CH:2]=1.[O:15]1[CH:19]=[CH:18][CH:17]=[C:16]1[C:20](Cl)=[O:21].[NH:23]1[CH:27]=[CH:26][CH:25]=[CH:24]1, predict the reaction product. The product is: [O:15]1[CH:19]=[CH:18][CH:17]=[C:16]1[C:20]([N:6]1[CH:7]([C:24]2[NH:23][CH:27]=[CH:26][CH:25]=2)[C:8]2[C:13](=[CH:12][CH:11]=[CH:10][CH:9]=2)[C:14]2[CH:1]=[CH:2][CH:3]=[CH:4][C:5]1=2)=[O:21]. (8) Given the reactants [Cl:1][C:2]1[CH:3]=[CH:4][C:5]([O:12][CH3:13])=[C:6]([S:8](Cl)(=O)=O)[CH:7]=1.C1(P(C2C=CC=CC=2)C2C=CC=CC=2)C=CC=CC=1.O, predict the reaction product. The product is: [Cl:1][C:2]1[CH:3]=[CH:4][C:5]([O:12][CH3:13])=[C:6]([SH:8])[CH:7]=1. (9) Given the reactants C([O:3][CH2:4][C:5]1[N:6]([NH:19][CH:20]([CH3:22])[CH3:21])[C:7]2[C:16]3[CH:15]=[CH:14][CH:13]=[CH:12][C:11]=3[N:10]=[C:9]([NH2:17])[C:8]=2[N:18]=1)C.B(Br)(Br)Br.Cl.[OH-].[Na+], predict the reaction product. The product is: [NH2:17][C:9]1[C:8]2[N:18]=[C:5]([CH2:4][OH:3])[N:6]([NH:19][CH:20]([CH3:22])[CH3:21])[C:7]=2[C:16]2[CH:15]=[CH:14][CH:13]=[CH:12][C:11]=2[N:10]=1.